Dataset: Catalyst prediction with 721,799 reactions and 888 catalyst types from USPTO. Task: Predict which catalyst facilitates the given reaction. (1) Reactant: [Sn](Cl)Cl.[N:4]12[CH2:11][CH2:10][CH:7]([CH2:8][CH2:9]1)[C@@H:6]([NH:12][C:13]([C:15]1[O:16][C:17]3[C:23]([N+:24]([O-])=O)=[CH:22][CH:21]=[CH:20][C:18]=3[CH:19]=1)=[O:14])[CH2:5]2. Product: [N:4]12[CH2:9][CH2:8][CH:7]([CH2:10][CH2:11]1)[C@@H:6]([NH:12][C:13]([C:15]1[O:16][C:17]3[C:23]([NH2:24])=[CH:22][CH:21]=[CH:20][C:18]=3[CH:19]=1)=[O:14])[CH2:5]2. The catalyst class is: 3. (2) Reactant: C(OC([N:8]1[C:13]2[CH:14]=[C:15]([Cl:20])[C:16]([O:18][CH3:19])=[CH:17][C:12]=2[O:11][CH:10]([C:21]([N:23]2[CH2:28][CH2:27][C:26]([CH2:35][C:36]3[CH:41]=[CH:40][C:39]([F:42])=[CH:38][CH:37]=3)([CH2:29][N:30]3[CH:34]=[CH:33][N:32]=[CH:31]3)[CH2:25][CH2:24]2)=[O:22])[CH2:9]1)=O)(C)(C)C.FC(F)(F)C(O)=O. Product: [Cl:20][C:15]1[C:16]([O:18][CH3:19])=[CH:17][C:12]2[O:11][CH:10]([C:21]([N:23]3[CH2:28][CH2:27][C:26]([CH2:35][C:36]4[CH:37]=[CH:38][C:39]([F:42])=[CH:40][CH:41]=4)([CH2:29][N:30]4[CH:34]=[CH:33][N:32]=[CH:31]4)[CH2:25][CH2:24]3)=[O:22])[CH2:9][NH:8][C:13]=2[CH:14]=1. The catalyst class is: 2. (3) Reactant: [CH3:1][NH2:2].[Cl:3][C:4]1[C:5]([O:12][CH2:13][CH2:14][CH3:15])=[C:6]([CH:9]=[CH:10][CH:11]=1)[CH:7]=O.[BH4-].[Na+]. Product: [Cl:3][C:4]1[C:5]([O:12][CH2:13][CH2:14][CH3:15])=[C:6]([CH:9]=[CH:10][CH:11]=1)[CH2:7][CH2:1][NH2:2]. The catalyst class is: 5. (4) Reactant: [Br-].O(C[CH2:10][CH2:11][P+:12]([C:25]1[CH:30]=[CH:29][CH:28]=[CH:27][CH:26]=1)([C:19]1[CH:24]=[CH:23][CH:22]=[CH:21][CH:20]=1)[C:13]1[CH:18]=[CH:17][CH:16]=[CH:15][CH:14]=1)C1C=CC=CC=1.[O:31]([CH2:38][CH2:39][CH2:40]CC[Br:43])[C:32]1[CH:37]=[CH:36][CH:35]=[CH:34][CH:33]=1.C1(P(C2C=CC=CC=2)C2C=CC=CC=2)C=CC=CC=1. Product: [Br-:43].[O:31]([CH2:38][CH2:39][CH2:40][CH2:10][CH2:11][P+:12]([C:13]1[CH:18]=[CH:17][CH:16]=[CH:15][CH:14]=1)([C:25]1[CH:26]=[CH:27][CH:28]=[CH:29][CH:30]=1)[C:19]1[CH:20]=[CH:21][CH:22]=[CH:23][CH:24]=1)[C:32]1[CH:37]=[CH:36][CH:35]=[CH:34][CH:33]=1. The catalyst class is: 11. (5) Reactant: [Cl:1][CH2:2][CH2:3][CH2:4][CH:5]([C:8]1[CH:13]=[CH:12][C:11]([Cl:14])=[C:10]([Cl:15])[CH:9]=1)[C:6]#[N:7].[C:16](Cl)(=[O:18])[CH3:17]. Product: [ClH:1].[Cl:1][CH2:2][CH2:3][CH2:4][CH:5]([C:8]1[CH:13]=[CH:12][C:11]([Cl:14])=[C:10]([Cl:15])[CH:9]=1)[C:6](=[NH:7])[O:18][CH2:16][CH3:17]. The catalyst class is: 8. (6) Reactant: N(C(OC(C)(C)C)=O)=NC(OC(C)(C)C)=O.[F:17][C:18]1[C:23]([F:24])=[CH:22][CH:21]=[CH:20][C:19]=1[NH:25][C:26](=[O:48])[CH2:27][N:28]1[CH:32]=[C:31]([NH:33][C:34]2[C:43]3[C:38](=[CH:39][C:40]([O:45][CH2:46][CH3:47])=[CH:41][C:42]=3[OH:44])[N:37]=[CH:36][N:35]=2)[CH:30]=[N:29]1.O[CH2:50][C@H:51]1[CH2:55][CH2:54][CH2:53][N:52]1[C:56]([O:58][C:59]([CH3:62])([CH3:61])[CH3:60])=[O:57].C1(P(C2C=CC=CC=2)C2C=CC=CC=2)C=CC=CC=1. Product: [F:17][C:18]1[C:23]([F:24])=[CH:22][CH:21]=[CH:20][C:19]=1[NH:25][C:26](=[O:48])[CH2:27][N:28]1[CH:32]=[C:31]([NH:33][C:34]2[C:43]3[C:38](=[CH:39][C:40]([O:45][CH2:46][CH3:47])=[CH:41][C:42]=3[O:44][CH2:50][C@H:51]3[CH2:55][CH2:54][CH2:53][N:52]3[C:56]([O:58][C:59]([CH3:60])([CH3:62])[CH3:61])=[O:57])[N:37]=[CH:36][N:35]=2)[CH:30]=[N:29]1. The catalyst class is: 7.